From a dataset of Experimentally validated miRNA-target interactions with 360,000+ pairs, plus equal number of negative samples. Binary Classification. Given a miRNA mature sequence and a target amino acid sequence, predict their likelihood of interaction. (1) The miRNA is mmu-miR-3098-5p with sequence UCCUAACAGCAGGAGUAGGAGC. The protein sequence of the target gene is MLSLDFLDDVRRMNKRQLYYQVLNFGMIVSSALMIWKGLMVITGSESPIVVVLSGSMEPAFHRGDLLFLTNRVEDPIRVGEIVVFRIEGREIPIVHRVLKIHEKQDGHIKFLTKGDNNAVDDRGLYKQGQHWLEKKDVVGRARGFVPYIGIVTILMNDYPKFKYAVLFLLGLFVLVHRE. Result: 0 (no interaction). (2) The miRNA is rno-miR-134-5p with sequence UGUGACUGGUUGACCAGAGGGG. The protein sequence of the target gene is MADTTPNGPQGAGAVQFMMTNKLDTAMWLSRLFTVYCSALFVLPLLGLHEAASFYQRALLANALTSALRLHQRLPHFQLSRAFLAQALLEDSCHYLLYSLIFVNSYPVTMSIFPVLLFSLLHAATYTKKVLDAKGSNSLPLLRSFLDKLSTNQQNILKFIACNEIFLMPATVFMLFSGQGSLLQPFIYYRFLTLRYSSRRNPYCRNLFNELRIVVEHIIMKPSCPLFVRRLCLQSIAFISRLAPTVA. Result: 0 (no interaction). (3) The miRNA is hsa-miR-6130 with sequence UGAGGGAGUGGAUUGUAUG. The protein sequence of the target gene is MGGLSARPTAGRTDPAGTCWGQDPGSKMATVIPGPLSLGEDFYREAIEHCRSYNARLCAERSLRLPFLDSQTGVAQNNCYIWMEKTHRGPGLAPGQIYTYPARCWRKKRRLNILEDPRLRPCEYKIDCEAPLKKEGGLPEGPVLEALLCAETGEKKIELKEEETIMDCQKQQLLEFPHDLEVEDLEDDIPRRKNRAKGKAYGIGGLRKRQDTASLEDRDKPYVCDKFYKELAWVPEAQRKHTAKKAPDGTVIPNGYCDFCLGGSKKTGCPEDLISCADCGRSGHPSCLQFTVNMTAAVRT.... Result: 1 (interaction). (4) The miRNA is mmu-miR-206-3p with sequence UGGAAUGUAAGGAAGUGUGUGG. The protein sequence of the target gene is MAVSTGVKVPRNFRLLEELEEGQKGVGDGTVSWGLEDDEDMTLTRWTGMIIGPPRTNYENRIYSLKVECGSKYPEAPPSVRFVTKINMNGINNSSGMVDARSIPVLAKWQNSYSIKVILQELRRLMMSKENMKLPQPPEGQTYNN. Result: 0 (no interaction). (5) The miRNA is cel-miR-1022-5p with sequence AAGAUCAUUGUUAGGACGCCAUC. The protein sequence of the target gene is MSNYVNDMWPGSPQEKDSPSTSRSGGSSRLSSRSRSRSFSRSSRSHSRVSSRFSSRSRRSKSRSRSRRRHQRKYRRYSRSYSRSRSRSRSRRYRERRYGFTRRYYRSPSRYRSRSRSRSRSRGRSYCGRAYAIARGQRYYGFGRTVYPEEHSRWRDRSRTRSRSRTPFRLSEKDRMELLEIAKTNAAKALGTTNIDLPASLRTVPSAKETSRGIGVSSNGAKPELSEKVTEDGTRNPNEKPTQQRSIAFSSNNSVAKPIQKSAKAATEEASSRSPKIDQKKSPYGLWIPI. Result: 0 (no interaction). (6) The miRNA is hsa-miR-301b-3p with sequence CAGUGCAAUGAUAUUGUCAAAGC. The protein sequence of the target gene is MDSLQTAQMVSLSAELGSNNLELAEPEEPGTSAAAGQSAAHPEEVTPEGSQALGAQEPEQSLPLAVPTPLECKVLLTQADALASEGHLREALEVYRQLSERQQLVAEQLEQLVRCLADSVPQEELASDSSGTSSCCAAALKEAGEAAAVAPEVWDGFKCKKCHGFLSDPVSLWCGHTFCKLCLERGRAADRRCALCGVKLSALMAASGRARGPRRAGQPAPLQLRVNVVLSGLLGKLFPGPARASQLRHEGNRLFREHQVEAALLKYNEAVRLAPNDHLLYSNRSQIYFTLESHEDALHD.... Result: 0 (no interaction). (7) The miRNA is hsa-miR-2115-3p with sequence CAUCAGAAUUCAUGGAGGCUAG. The protein sequence of the target gene is MKRLHPALPSCLLLVLFGIWRTAPQTHASSAGLPPLSATSFLEDLMDRYGKNDSLTLTQLKSLLDHLHVGVGRDNVSQPKEGPRNLSTCFSSGDLFAAHNLSERSQIGASEFQEFCPTILQQLDSQACTSENQKSEENEQTEEGKPSAIEVWGYGFLCVTVISLCSLMGASVVPFMKKTFYKRLLLYFIALAIGTLYSNALFQLIPEAFGFNPQDNYVSKSAVVFGGFYLFFFTEKILKMLLKQKNEHHHGHNHFTSETLPSKKDQEEGVTEKLQNGDLDHMIPQHCNSELDGKAPGTDE.... Result: 0 (no interaction). (8) The miRNA is mmu-miR-466d-5p with sequence UGUGUGUGCGUACAUGUACAUG. The protein sequence of the target gene is MDNVLPVDSDLFPNTSTNTSESNQFVQPTWQIVLWAAAYTVIVVTSVVGNVVVIWIILAHKRMRTVTNYFLVNLAFAEACMAAFNTVVNFTYAVHNVWYYGLFYCKFHNFFPIAALFASIYSMTAVAFDRYMAIIHPLQPRLSATATKVVIFVIWVLALLLAFPQGYYSTTETMPSRVVCMIEWPEHPNRTYEKAYHICVTVLIYFLPLLVIGYAYTVVGITLWASEIPGDSSDRYHEQVSAKRKVVKMMIVVVCTFAICWLPFHIFFLLPYINPDLYLKKFIQQVYLASMWLAMSSTMY.... Result: 1 (interaction).